From a dataset of Full USPTO retrosynthesis dataset with 1.9M reactions from patents (1976-2016). Predict the reactants needed to synthesize the given product. Given the product [CH2:29]([O:1][C:2]1[CH:3]=[C:4]([C:10]2[O:11][CH:12]=[C:13]([CH2:15][CH2:16][C:17]([C:19]3[C:24]([CH3:25])=[CH:23][CH:22]=[CH:21][N:20]=3)=[O:18])[N:14]=2)[CH:5]=[CH:6][C:7]=1[O:8][CH3:9])[CH:28]=[CH2:27], predict the reactants needed to synthesize it. The reactants are: [OH:1][C:2]1[CH:3]=[C:4]([C:10]2[O:11][CH:12]=[C:13]([CH2:15][CH2:16][C:17]([C:19]3[C:24]([CH3:25])=[CH:23][CH:22]=[CH:21][N:20]=3)=[O:18])[N:14]=2)[CH:5]=[CH:6][C:7]=1[O:8][CH3:9].N12CCCN=C1CC[CH2:29][CH2:28][CH2:27]2.C(Br)C=C.O.